This data is from Full USPTO retrosynthesis dataset with 1.9M reactions from patents (1976-2016). The task is: Predict the reactants needed to synthesize the given product. (1) The reactants are: O.[CH:2]([C:4]1[CH:9]=[CH:8][CH:7]=[CH:6][C:5]=1[S:10]([O-:13])(=[O:12])=[O:11])=O.[Na+:14].C(=O)([O-])[O-].[K+].[K+].[CH3:21][O:22][C:23]([CH2:25]P(OC)(OC)=O)=[O:24]. Given the product [CH3:21][O:22][C:23]([CH:25]=[CH:2][C:4]1[CH:9]=[CH:8][CH:7]=[CH:6][C:5]=1[S:10]([O-:13])(=[O:12])=[O:11])=[O:24].[Na+:14], predict the reactants needed to synthesize it. (2) Given the product [CH3:1][C@@H:2]1[N:8]([C:18]2[CH:23]=[CH:22][CH:21]=[CH:20][C:19]=2[CH3:24])[CH2:7][C:6]2[CH:9]=[CH:10][C:11]([C:13]([O:15][CH3:16])=[O:14])=[CH:12][C:5]=2[O:4][CH2:3]1, predict the reactants needed to synthesize it. The reactants are: [CH3:1][C@@H:2]1[NH:8][CH2:7][C:6]2[CH:9]=[CH:10][C:11]([C:13]([O:15][CH3:16])=[O:14])=[CH:12][C:5]=2[O:4][CH2:3]1.Br[C:18]1[CH:23]=[CH:22][CH:21]=[CH:20][C:19]=1[CH3:24].C([O-])([O-])=O.[Cs+].[Cs+].C1C=CC(P(C2C(C3C(P(C4C=CC=CC=4)C4C=CC=CC=4)=CC=C4C=3C=CC=C4)=C3C(C=CC=C3)=CC=2)C2C=CC=CC=2)=CC=1. (3) Given the product [Br:1][C:2]1[CH:7]=[C:6]([C:18]([OH:19])([CH3:20])[CH3:17])[C:5]([F:8])=[CH:4][N:3]=1, predict the reactants needed to synthesize it. The reactants are: [Br:1][C:2]1[CH:7]=[CH:6][C:5]([F:8])=[CH:4][N:3]=1.[Li+].CC([N-]C(C)C)C.[CH3:17][C:18]([CH3:20])=[O:19]. (4) Given the product [CH2:9]([N:1]1[CH2:5][CH2:4][CH2:3][C:2]1=[O:6])[CH:10]([CH3:12])[CH3:11], predict the reactants needed to synthesize it. The reactants are: [NH:1]1[CH2:5][CH2:4][CH2:3][C:2]1=[O:6].[OH-].[K+].[CH2:9](Br)[CH:10]([CH3:12])[CH3:11]. (5) Given the product [N:19]1[CH:20]=[CH:21][CH:22]=[N:23][C:18]=1[C:9]1[CH:10]=[CH:11][C:6]([NH:5][C:3](=[O:4])[C:2]([CH3:16])([CH3:15])[CH3:1])=[CH:7][CH:8]=1, predict the reactants needed to synthesize it. The reactants are: [CH3:1][C:2]([CH3:16])([CH3:15])[C:3]([NH:5][C:6]1[CH:11]=[CH:10][C:9](B(O)O)=[CH:8][CH:7]=1)=[O:4].Cl[C:18]1[N:23]=[CH:22][CH:21]=[CH:20][N:19]=1.COCCOC. (6) Given the product [F:1][C:2]1[CH:7]=[C:6]([C:8]2[S:9][C:10]([C:13]3[CH:18]=[CH:17][C:16]([O:19][CH:20]([CH3:21])[CH3:22])=[C:15]([C:23]([F:24])([F:25])[F:26])[CH:14]=3)=[N:11][N:12]=2)[C:5]([O:27][CH3:28])=[C:4]([CH2:29][CH:30]=[O:31])[CH:3]=1, predict the reactants needed to synthesize it. The reactants are: [F:1][C:2]1[CH:3]=[C:4](/[CH:29]=[CH:30]/[O:31]C)[C:5]([O:27][CH3:28])=[C:6]([C:8]2[S:9][C:10]([C:13]3[CH:18]=[CH:17][C:16]([O:19][CH:20]([CH3:22])[CH3:21])=[C:15]([C:23]([F:26])([F:25])[F:24])[CH:14]=3)=[N:11][N:12]=2)[CH:7]=1.[I-].[Na+].C[Si](Cl)(C)C.O. (7) Given the product [Cl:1][C:2]1[CH:3]=[C:4]([C:12]2([C:30]([F:31])([F:32])[F:33])[O:16][N:15]=[C:14]([C:17]3[CH:25]=[CH:24][C:20]([C:21]([N:55]4[CH2:59][C:58](=[O:60])[NH:57][CH2:56]4)=[O:22])=[C:19]([C:26]([F:27])([F:28])[F:29])[CH:18]=3)[CH2:13]2)[CH:5]=[C:6]([C:8]([F:11])([F:10])[F:9])[CH:7]=1, predict the reactants needed to synthesize it. The reactants are: [Cl:1][C:2]1[CH:3]=[C:4]([C:12]2([C:30]([F:33])([F:32])[F:31])[O:16][N:15]=[C:14]([C:17]3[CH:25]=[CH:24][C:20]([C:21](O)=[O:22])=[C:19]([C:26]([F:29])([F:28])[F:27])[CH:18]=3)[CH2:13]2)[CH:5]=[C:6]([C:8]([F:11])([F:10])[F:9])[CH:7]=1.CCN=C=NCCCN(C)C.C1C=CC2N(O)N=NC=2C=1.[NH:55]1[CH2:59][C:58](=[O:60])[NH:57][CH2:56]1.